Dataset: Antibody developability classification from SAbDab with 2,409 antibodies. Task: Regression/Classification. Given an antibody's heavy chain and light chain sequences, predict its developability. TAP uses regression for 5 developability metrics; SAbDab uses binary classification. The antibody is ['QVQLQQPGPELVTPGASVKMSCTASGYSFSSYNIHWVKQTPGQGLEWIGVIYPGNGDTSYNQKFRDKATLTADKSSSTAYMQLSSLTSEDSAVYHCARGGSGLLAYWGQGTLVTVSS', 'QAVVTQESALTTSPGETVTLTCRSSTGAVTTSNYANWVQETPDHLFTGLIGGTNNRAPGVPARFSGSLIGDKAALTITGAQTEDEAIYFCALWYSNHLVFGGGTKLTVL']. Result: 0 (not developable).